Dataset: Full USPTO retrosynthesis dataset with 1.9M reactions from patents (1976-2016). Task: Predict the reactants needed to synthesize the given product. Given the product [CH3:18][O:17][C:14]1[N:15]=[CH:16][C:11]([NH:10][C:42](=[O:43])[C:41]2[CH:45]=[CH:46][C:38]([CH2:37][C:31]3[C:32](=[O:36])[C:33]([O:34][CH3:35])=[C:28]([O:27][CH3:26])[C:29](=[O:52])[C:30]=3[CH3:51])=[CH:39][C:40]=2[O:47][C:48](=[O:50])[CH3:49])=[CH:12][CH:13]=1, predict the reactants needed to synthesize it. The reactants are: [Cl-].ClC1N(C)CC[NH+]1C.[NH2:10][C:11]1[CH:12]=[CH:13][C:14]([O:17][CH3:18])=[N:15][CH:16]=1.C(N(CC)CC)C.[CH3:26][O:27][C:28]1[C:29](=[O:52])[C:30]([CH3:51])=[C:31]([CH2:37][C:38]2[CH:46]=[CH:45][C:41]([C:42](O)=[O:43])=[C:40]([O:47][C:48](=[O:50])[CH3:49])[CH:39]=2)[C:32](=[O:36])[C:33]=1[O:34][CH3:35].